From a dataset of Forward reaction prediction with 1.9M reactions from USPTO patents (1976-2016). Predict the product of the given reaction. (1) Given the reactants [OH:1][C@H:2]([CH2:9][O:10][C:11]([C:24]1[CH:29]=[CH:28][CH:27]=[CH:26][CH:25]=1)([C:18]1[CH:23]=[CH:22][CH:21]=[CH:20][CH:19]=1)[C:12]1[CH:17]=[CH:16][CH:15]=[CH:14][CH:13]=1)[CH2:3][C:4](OCC)=[O:5].[BH4-].[Na+].C(O)(=O)C, predict the reaction product. The product is: [C:11]([O:10][CH2:9][C@@H:2]([OH:1])[CH2:3][CH2:4][OH:5])([C:18]1[CH:19]=[CH:20][CH:21]=[CH:22][CH:23]=1)([C:24]1[CH:29]=[CH:28][CH:27]=[CH:26][CH:25]=1)[C:12]1[CH:13]=[CH:14][CH:15]=[CH:16][CH:17]=1. (2) The product is: [C:1]([O:5][C:6](=[O:23])[NH:7][C@H:8]1[CH2:13][C@@H:12]([C:14]2[CH:15]=[CH:16][CH:17]=[CH:18][CH:19]=2)[C@@H:11]([CH3:21])[NH:10][C:9]1=[O:22])([CH3:3])([CH3:2])[CH3:4]. Given the reactants [C:1]([O:5][C:6](=[O:23])[NH:7][CH:8]1[CH2:13][CH:12]([C:14]2[CH:19]=[CH:18][C:17](Cl)=[CH:16][CH:15]=2)[CH:11]([CH3:21])[NH:10][C:9]1=[O:22])([CH3:4])([CH3:3])[CH3:2].[H][H].C(N(CC)CC)C.C(OC(OC(C)(C)C)=O)(OC(C)(C)C)=O.C(=O)(O)[O-].[Na+], predict the reaction product. (3) Given the reactants [Cl:1][C:2]1[CH:3]=[C:4]([C:9]2([OH:18])[C:17]3[CH:16]=[CH:15][S:14][C:13]=3[CH2:12][CH2:11][CH2:10]2)[CH:5]=[CH:6][C:7]=1[Cl:8].[O-:19][Mn](=O)(=O)=O.[K+], predict the reaction product. The product is: [Cl:1][C:2]1[CH:3]=[C:4]([C:9]2([OH:18])[C:17]3[CH:16]=[CH:15][S:14][C:13]=3[C:12](=[O:19])[CH2:11][CH2:10]2)[CH:5]=[CH:6][C:7]=1[Cl:8]. (4) The product is: [C:1]1([C:12]2[CH:17]=[CH:16][CH:15]=[CH:14][CH:13]=2)[CH:6]=[CH:5][CH:4]=[C:3]([CH2:7][C:8]2[CH:24]=[C:23]([C:25]3[C:26]([NH2:32])=[N:27][C:28]([NH2:31])=[CH:29][CH:30]=3)[O:10][N:9]=2)[CH:2]=1. Given the reactants [C:1]1([C:12]2[CH:17]=[CH:16][CH:15]=[CH:14][CH:13]=2)[CH:6]=[CH:5][CH:4]=[C:3]([CH2:7][C:8](Cl)=[N:9][OH:10])[CH:2]=1.O1CCCC1.[C:23]([C:25]1[C:26]([NH2:32])=[N:27][C:28]([NH2:31])=[CH:29][CH:30]=1)#[CH:24].C(N(CC)CC)C, predict the reaction product. (5) Given the reactants Cl[C:2]1[N:7]=[C:6]2[N:8]([CH2:11][CH2:12][N:13]([CH2:16][CH3:17])[CH2:14][CH3:15])[N:9]=[CH:10][C:5]2=[C:4]([NH:18][C:19]2[CH:20]=[C:21]([CH:35]=[CH:36][C:37]=2[CH3:38])[C:22]([NH:24][C:25]2[CH:30]=[CH:29][CH:28]=[C:27]([C:31]([F:34])([F:33])[F:32])[CH:26]=2)=[O:23])[N:3]=1.[N:39]1[CH:44]=[CH:43][CH:42]=[CH:41][C:40]=1B(O)O.C(=O)([O-])[O-].[Na+].[Na+], predict the reaction product. The product is: [CH2:14]([N:13]([CH2:16][CH3:17])[CH2:12][CH2:11][N:8]1[C:6]2=[N:7][C:2]([C:41]3[CH:40]=[N:39][CH:44]=[CH:43][CH:42]=3)=[N:3][C:4]([NH:18][C:19]3[CH:20]=[C:21]([CH:35]=[CH:36][C:37]=3[CH3:38])[C:22]([NH:24][C:25]3[CH:30]=[CH:29][CH:28]=[C:27]([C:31]([F:33])([F:32])[F:34])[CH:26]=3)=[O:23])=[C:5]2[CH:10]=[N:9]1)[CH3:15]. (6) The product is: [CH3:1][C:2]1[C:17]2[CH2:16][CH2:15][CH2:14][C:13]=2[C:5]2[O:6][CH:7]([CH2:9][NH2:10])[CH2:8][C:4]=2[CH:3]=1. Given the reactants [CH3:1][C:2]1[C:17]2[CH2:16][CH2:15][CH2:14][C:13]=2[C:5]2[O:6][CH:7]([CH2:9][N:10]=[N+]=[N-])[CH2:8][C:4]=2[CH:3]=1, predict the reaction product. (7) Given the reactants [CH:1]([C:4]1[CH:8]=[CH:7][NH:6][N:5]=1)([CH3:3])[CH3:2].Cl[C:10]1[CH:19]=[C:18]([O:20]CC2C=CC(OC)=CC=2)[C:17]2[C:12](=[C:13]([CH3:32])[C:14]([O:30][CH3:31])=[CH:15][CH:16]=2)[N:11]=1.O, predict the reaction product. The product is: [OH:20][C:18]1[C:17]2[C:12](=[C:13]([CH3:32])[C:14]([O:30][CH3:31])=[CH:15][CH:16]=2)[N:11]=[C:10]([N:6]2[CH:7]=[CH:8][C:4]([CH:1]([CH3:3])[CH3:2])=[N:5]2)[CH:19]=1. (8) The product is: [CH3:21][O:20][C:14]1[CH:13]=[C:12]2[C:17](=[CH:16][C:15]=1[C:18]#[N:19])[C:8]([O:1][CH:2]1[CH2:6][CH2:5][O:4][CH2:3]1)=[N:9][C:10]([NH:22][C:23]1[CH:27]=[C:26]([CH3:28])[NH:25][N:24]=1)=[CH:11]2. Given the reactants [OH:1][CH:2]1[CH2:6][CH2:5][O:4][CH2:3]1.Cl[C:8]1[C:17]2[C:12](=[CH:13][C:14]([O:20][CH3:21])=[C:15]([C:18]#[N:19])[CH:16]=2)[CH:11]=[C:10]([NH:22][C:23]2[CH:27]=[C:26]([CH3:28])[NH:25][N:24]=2)[N:9]=1, predict the reaction product. (9) Given the reactants [CH3:1][C:2]1([CH3:36])[O:6][CH:5]([C:7]2[CH:8]=[CH:9][C:10]3[C:16]4=[N:17][O:18][C:19]([C:21]5[O:25][N:24]=[C:23]([C:26]6[CH:31]=[CH:30][CH:29]=[CH:28][CH:27]=6)[C:22]=5[C:32]([F:35])([F:34])[F:33])(O)[CH:15]4[CH2:14][O:13][C:11]=3[CH:12]=2)[CH2:4][O:3]1.N1C=CC=CC=1.S(Cl)(Cl)=O, predict the reaction product. The product is: [CH3:1][C:2]1([CH3:36])[O:6][CH:5]([C:7]2[CH:8]=[CH:9][C:10]3[C:16]4=[N:17][O:18][C:19]([C:21]5[O:25][N:24]=[C:23]([C:26]6[CH:31]=[CH:30][CH:29]=[CH:28][CH:27]=6)[C:22]=5[C:32]([F:35])([F:33])[F:34])=[C:15]4[CH2:14][O:13][C:11]=3[CH:12]=2)[CH2:4][O:3]1.